Dataset: Reaction yield outcomes from USPTO patents with 853,638 reactions. Task: Predict the reaction yield, written as a fraction of the theoretical maximum amount of product (1.0 means a 100% yield; for example, 0.34 means a 34% yield). (1) The reactants are [C:1]([C:3]1[CH:4]=[C:5]2[C:9](=[CH:10][CH:11]=1)[NH:8][C:7](=[O:12])[CH2:6]2)#[N:2].[H-].[Na+].[Cl:15][C:16]1[N:21]=[CH:20][C:19]([S:22]([N:25]([CH3:33])[CH2:26][CH2:27][N:28]2[CH2:32][CH2:31][CH2:30][CH2:29]2)(=[O:24])=[O:23])=[CH:18][CH:17]=1.C([O-])(O)=O.[Na+]. The catalyst is CN(C)C=O. The product is [ClH:15].[C:1]([C:3]1[CH:4]=[C:5]2[C:9](=[CH:10][CH:11]=1)[NH:8][C:7]([OH:12])=[C:6]2[C:16]1[N:21]=[CH:20][C:19]([S:22]([N:25]([CH3:33])[CH2:26][CH2:27][N:28]2[CH2:32][CH2:31][CH2:30][CH2:29]2)(=[O:24])=[O:23])=[CH:18][CH:17]=1)#[N:2]. The yield is 0.380. (2) The reactants are [O:1]1[CH2:6][CH2:5][O:4][CH2:3][C@@H:2]1[CH2:7][OH:8].[H-].[Na+].[Br:11][C:12]1[C:13](Cl)=[N:14][C:15]([Cl:18])=[N:16][CH:17]=1. The catalyst is C1COCC1. The product is [O:1]1[CH2:6][CH2:5][O:4][CH2:3][C@@H:2]1[CH2:7][O:8][C:13]1[C:12]([Br:11])=[CH:17][N:16]=[C:15]([Cl:18])[N:14]=1. The yield is 0.177. (3) The reactants are [C:1]([O:5][C:6]([N:8]([CH2:20][C:21]([O:23][C:24]([CH3:27])([CH3:26])[CH3:25])=[O:22])[C:9]1[CH:14]=[CH:13][CH:12]=[C:11]([C:15](OCC)=[O:16])[N:10]=1)=[O:7])([CH3:4])([CH3:3])[CH3:2].[Cl-].[Ca+2].[Cl-].[BH4-].[Na+].COCCOCCOCCOCCOC.C(O)(=O)C. The catalyst is C(O)C.O. The product is [C:1]([O:5][C:6]([N:8]([CH2:20][C:21]([O:23][C:24]([CH3:27])([CH3:26])[CH3:25])=[O:22])[C:9]1[CH:14]=[CH:13][CH:12]=[C:11]([CH2:15][OH:16])[N:10]=1)=[O:7])([CH3:4])([CH3:3])[CH3:2]. The yield is 0.920. (4) The reactants are Br.[Br:2][C:3]1[CH:8]=[C:7]([CH3:9])[C:6](N)=[C:5]([O:11][CH3:12])[CH:4]=1.N([O-])=O.[Na+].C(=O)([O-])[O-].[Na+].[Na+].[Cu][C:24]#[N:25].[C-]#N.[Na+]. The catalyst is Cl.O.C1(C)C=CC=CC=1. The product is [Br:2][C:3]1[CH:8]=[C:7]([CH3:9])[C:6]([C:24]#[N:25])=[C:5]([O:11][CH3:12])[CH:4]=1. The yield is 0.530. (5) The product is [Cl:1][C:2]1[CH:3]=[CH:4][C:5]([C:8](=[CH2:13])[C:9]([O:11][CH3:12])=[O:10])=[CH:6][CH:7]=1. The catalyst is C(Cl)Cl. The yield is 0.850. The reactants are [Cl:1][C:2]1[CH:7]=[CH:6][C:5]([CH:8]([CH2:13]O)[C:9]([O:11][CH3:12])=[O:10])=[CH:4][CH:3]=1.CS(Cl)(=O)=O. (6) The reactants are CO[C:3](=[O:20])[C:4]1[CH:9]=[C:8]([CH:10]2[CH2:14][CH2:13][CH2:12][O:11]2)[C:7]([C:15]([F:18])([F:17])[F:16])=[CH:6][C:5]=1[NH2:19].CC[N:23]([CH2:26]C)CC.[CH3:28][S:29]([NH:32]N)(=[O:31])=[O:30].[OH-:34].[Na+].Cl. The catalyst is C1COCC1. The product is [O:34]=[C:26]1[N:23]([NH:32][S:29]([CH3:28])(=[O:31])=[O:30])[C:3](=[O:20])[C:4]2[C:5](=[CH:6][C:7]([C:15]([F:16])([F:17])[F:18])=[C:8]([CH:10]3[CH2:14][CH2:13][CH2:12][O:11]3)[CH:9]=2)[NH:19]1. The yield is 0.870. (7) The reactants are [CH3:1][C:2]([S@:5]([NH2:7])=[O:6])([CH3:4])[CH3:3].C([O-])([O-])=O.[Cs+].[Cs+].[Br:14][C:15]1[CH:16]=[C:17]([CH:20]=[CH:21][CH:22]=1)[CH:18]=O. The catalyst is C(Cl)Cl. The product is [Br:14][C:15]1[CH:16]=[C:17](/[CH:18]=[N:7]/[S@@:5]([C:2]([CH3:4])([CH3:3])[CH3:1])=[O:6])[CH:20]=[CH:21][CH:22]=1. The yield is 0.820. (8) The reactants are C([N:4](C(C)C)CC)(C)C.C(O)(=[O:12])C.C(O)(=O)C.[NH2:18][CH2:19][CH2:20][CH2:21][CH2:22][C:23]1[CH:28]=[CH:27][C:26]([CH2:29][CH2:30][CH2:31][CH2:32][NH:33][CH2:34][C@@H:35]([C:37]2[CH:38]=[CH:39][C:40]([OH:48])=[C:41]([NH:43][S:44]([CH3:47])(=[O:46])=[O:45])[CH:42]=2)[OH:36])=[CH:25][CH:24]=1.I.[NH2:50][C:51]1[C:52]([C:59]([NH:61][C:62](=[NH:65])SC)=[O:60])=[N:53][C:54]([Cl:58])=[C:55]([NH2:57])[N:56]=1. The catalyst is C(O)C. The product is [OH-:12].[NH4+:4].[NH2:50][C:51]1[C:52]([C:59]([N:61]=[C:62]([NH2:65])[NH:18][CH2:19][CH2:20][CH2:21][CH2:22][C:23]2[CH:28]=[CH:27][C:26]([CH2:29][CH2:30][CH2:31][CH2:32][NH:33][CH2:34][C@@H:35]([C:37]3[CH:38]=[CH:39][C:40]([OH:48])=[C:41]([NH:43][S:44]([CH3:47])(=[O:46])=[O:45])[CH:42]=3)[OH:36])=[CH:25][CH:24]=2)=[O:60])=[N:53][C:54]([Cl:58])=[C:55]([NH2:57])[N:56]=1. The yield is 0.000100. (9) The reactants are [CH3:1][O:2][C:3]1[CH:4]=[C:5]([Mg]Br)[CH:6]=[CH:7][CH:8]=1.[N:11]12[CH2:18][CH2:17][C:14]([C:19]([O:21]CC)=O)([CH2:15][CH2:16]1)[CH2:13][CH2:12]2. The catalyst is C1COCC1. The product is [N:11]12[CH2:12][CH2:13][C:14]([C:19]([C:7]3[CH:6]=[CH:5][CH:4]=[C:3]([O:2][CH3:1])[CH:8]=3)([C:5]3[CH:6]=[CH:7][CH:8]=[C:3]([O:2][CH3:1])[CH:4]=3)[OH:21])([CH2:15][CH2:16]1)[CH2:17][CH2:18]2. The yield is 0.929.